Dataset: Reaction yield outcomes from USPTO patents with 853,638 reactions. Task: Predict the reaction yield, written as a fraction of the theoretical maximum amount of product (1.0 means a 100% yield; for example, 0.34 means a 34% yield). The reactants are [Cl:1][C:2]1[CH:3]=[C:4]([CH:22]=[C:23]([Cl:25])[CH:24]=1)[CH2:5][O:6][C:7]([N:9]1[CH2:15][CH2:14][CH2:13][N:12]2[N:16]=[C:17]([C:19](O)=[O:20])[CH:18]=[C:11]2[CH2:10]1)=[O:8].Cl.[CH:27]12[NH:35][CH:31]([CH2:32][CH2:33][CH2:34]1)[CH2:30][CH2:29][CH2:28]2.CN(C(ON1N=NC2C=CC=NC1=2)=[N+](C)C)C.F[P-](F)(F)(F)(F)F.C(N(CC)C(C)C)(C)C. The catalyst is CN(C=O)C. The product is [CH:31]12[N:35]([C:19]([C:17]3[CH:18]=[C:11]4[CH2:10][N:9]([C:7]([O:6][CH2:5][C:4]5[CH:3]=[C:2]([Cl:1])[CH:24]=[C:23]([Cl:25])[CH:22]=5)=[O:8])[CH2:15][CH2:14][CH2:13][N:12]4[N:16]=3)=[O:20])[CH:27]([CH2:34][CH2:33][CH2:32]1)[CH2:28][CH2:29][CH2:30]2. The yield is 0.720.